This data is from Reaction yield outcomes from USPTO patents with 853,638 reactions. The task is: Predict the reaction yield, written as a fraction of the theoretical maximum amount of product (1.0 means a 100% yield; for example, 0.34 means a 34% yield). (1) The reactants are [C:1]([C:5]1[CH:22]=[CH:21][CH:20]=[CH:19][C:6]=1[O:7][CH:8]1[CH2:11][N:10]([C:12](=[O:18])[CH2:13][CH2:14][C:15](O)=[O:16])[CH2:9]1)([CH3:4])([CH3:3])[CH3:2].[CH3:23][S:24]([NH2:27])(=[O:26])=[O:25].C(N(CC)CC)C.CC1C=CC=C([N+]([O-])=O)C=1C(OC(=O)C1C([N+]([O-])=O)=CC=CC=1C)=O. The catalyst is C(#N)C.CN(C)C1C=CN=CC=1. The product is [C:1]([C:5]1[CH:22]=[CH:21][CH:20]=[CH:19][C:6]=1[O:7][CH:8]1[CH2:11][N:10]([C:12](=[O:18])[CH2:13][CH2:14][C:15]([NH:27][S:24]([CH3:23])(=[O:26])=[O:25])=[O:16])[CH2:9]1)([CH3:4])([CH3:3])[CH3:2]. The yield is 0.820. (2) The reactants are [CH3:1][CH2:2][C:3]1[CH:8]=[CH:7][C:6]2[NH:9][CH:10]=[C:11]([CH2:12]N(C)C)[C:5]=2[CH:4]=1.[C:16]([O:24][CH2:25][CH3:26])(=[O:23])[CH2:17][C:18]([O:20][CH2:21][CH3:22])=[O:19].[Na].Cl. No catalyst specified. The product is [CH2:21]([O:20][C:18](=[O:19])[CH:17]([CH2:12][C:11]1[C:5]2[C:6](=[CH:7][CH:8]=[C:3]([CH2:2][CH3:1])[CH:4]=2)[NH:9][CH:10]=1)[C:16]([O:24][CH2:25][CH3:26])=[O:23])[CH3:22]. The yield is 0.850. (3) The reactants are [Br:1][C:2]1[C:3]([F:15])=[C:4]([C:8]([CH3:14])=[C:9]([N+:11]([O-:13])=[O:12])[CH:10]=1)[C:5]([OH:7])=[O:6].[C:16]([O-])([O-])=O.[K+].[K+].IC. The catalyst is CN(C)C=O.O. The product is [Br:1][C:2]1[C:3]([F:15])=[C:4]([C:8]([CH3:14])=[C:9]([N+:11]([O-:13])=[O:12])[CH:10]=1)[C:5]([O:7][CH3:16])=[O:6]. The yield is 0.890. (4) The reactants are N[C:2]1[CH:7]=[C:6]([C:8]([CH3:11])([CH3:10])[CH3:9])[CH:5]=[CH:4][N:3]=1.[BrH:12].BrBr.N([O-])=O.[Na+].[OH-].[Na+]. The catalyst is O.C(OCC)(=O)C. The product is [Br:12][C:2]1[CH:7]=[C:6]([C:8]([CH3:11])([CH3:10])[CH3:9])[CH:5]=[CH:4][N:3]=1. The yield is 0.850. (5) The reactants are [F:1][C:2]1[CH:21]=[CH:20][C:5]([CH2:6][N:7]2[C:11]3=[CH:12][N:13]=[C:14]([C:16](OC)=[O:17])[CH:15]=[C:10]3[CH:9]=[N:8]2)=[CH:4][CH:3]=1.[NH2:22][OH:23].[OH-].[Na+].Cl. The product is [F:1][C:2]1[CH:21]=[CH:20][C:5]([CH2:6][N:7]2[C:11]3=[CH:12][N:13]=[C:14]([C:16]([NH:22][OH:23])=[O:17])[CH:15]=[C:10]3[CH:9]=[N:8]2)=[CH:4][CH:3]=1. The catalyst is CO.O. The yield is 0.520. (6) The reactants are [NH2:1][C:2]1[NH:3][C:4](=[O:30])[C:5]2[S:10][C:9](=[O:11])[N:8]([C@@H:12]3[O:24][C@H:23]([CH2:25][O:26][C:27](=[O:29])[CH3:28])[C@@H:18]([O:19][C:20](=[O:22])[CH3:21])[C@H:13]3[O:14][C:15](=[O:17])[CH3:16])[C:6]=2[N:7]=1.C1(P(C2C=CC=CC=2)C2C=CC=CC=2)C=CC=CC=1.O[CH2:51][C:52]1[O:53][C:54](=[O:58])[O:55][C:56]=1[CH3:57].N(C(OCC)=O)=NC(OCC)=O. The catalyst is C1COCC1. The product is [NH2:1][C:2]1[N:3]=[C:4]([O:30][CH2:51][C:52]2[O:53][C:54](=[O:58])[O:55][C:56]=2[CH3:57])[C:5]2[S:10][C:9](=[O:11])[N:8]([C@@H:12]3[O:24][C@H:23]([CH2:25][O:26][C:27](=[O:29])[CH3:28])[C@@H:18]([O:19][C:20](=[O:22])[CH3:21])[C@H:13]3[O:14][C:15](=[O:17])[CH3:16])[C:6]=2[N:7]=1. The yield is 0.710.